Predict which catalyst facilitates the given reaction. From a dataset of Catalyst prediction with 721,799 reactions and 888 catalyst types from USPTO. (1) Reactant: Cl.[CH3:2][Si:3]1([CH3:9])[CH2:8][CH2:7][NH:6][CH2:5][CH2:4]1.C(N(CC)CC)C.[F:17][C:18]1[CH:19]=[C:20]([N+:25]([O-:27])=[O:26])[CH:21]=[CH:22][C:23]=1F.O. Product: [F:17][C:18]1[CH:19]=[C:20]([N+:25]([O-:27])=[O:26])[CH:21]=[CH:22][C:23]=1[N:6]1[CH2:7][CH2:8][Si:3]([CH3:9])([CH3:2])[CH2:4][CH2:5]1. The catalyst class is: 25. (2) Reactant: [N+:1]([C:4]1[CH:18]=[CH:17][C:7]([CH2:8][N:9]2[CH2:13][CH2:12][CH2:11][CH:10]2[CH:14]([OH:16])[CH3:15])=[CH:6][CH:5]=1)([O-])=O.C.O.NN. Product: [NH2:1][C:4]1[CH:5]=[CH:6][C:7]([CH2:8][N:9]2[CH2:13][CH2:12][CH2:11][CH:10]2[CH:14]([OH:16])[CH3:15])=[CH:17][CH:18]=1. The catalyst class is: 5. (3) Reactant: [C:1]([O:5][C:6](=[O:17])[NH:7][CH2:8][C:9]1[CH:14]=[CH:13][C:12]([CH:15]=O)=[CH:11][CH:10]=1)([CH3:4])([CH3:3])[CH3:2].[CH2:18]([N:21]([CH2:27][CH2:28][CH3:29])[CH2:22][CH2:23][CH2:24][CH2:25][NH2:26])[CH2:19][CH3:20].C(OC)(OC)OC.[BH4-].[Na+]. Product: [C:1]([O:5][C:6](=[O:17])[NH:7][CH2:8][C:9]1[CH:14]=[CH:13][C:12]([CH2:15][NH:26][CH2:25][CH2:24][CH2:23][CH2:22][N:21]([CH2:27][CH2:28][CH3:29])[CH2:18][CH2:19][CH3:20])=[CH:11][CH:10]=1)([CH3:4])([CH3:3])[CH3:2]. The catalyst class is: 24. (4) Reactant: F[C:2]1[CH:3]=[C:4]([CH:9]=[C:10]([C:13]2[CH:14]=[CH:15][C:16]3[O:20][C:19]([C:21]4[CH:26]=[CH:25][C:24]([F:27])=[CH:23][CH:22]=4)=[C:18]([C:28](=[O:31])[NH:29][CH3:30])[C:17]=3[CH:32]=2)[C:11]=1[CH3:12])[C:5]([O:7]C)=[O:6].[OH-].[Na+].Cl. Product: [F:27][C:24]1[CH:25]=[CH:26][C:21]([C:19]2[O:20][C:16]3[CH:15]=[CH:14][C:13]([C:10]4[CH:9]=[C:4]([CH:3]=[CH:2][C:11]=4[CH3:12])[C:5]([OH:7])=[O:6])=[CH:32][C:17]=3[C:18]=2[C:28](=[O:31])[NH:29][CH3:30])=[CH:22][CH:23]=1. The catalyst class is: 92. (5) Reactant: C([N:8]1[CH2:13][CH2:12][C:11]2[N:14]([C:17]3[CH:22]=[CH:21][CH:20]=[CH:19][N:18]=3)[CH:15]=[N:16][C:10]=2[CH2:9]1)C1C=CC=CC=1.ClC(OC(Cl)C)=O. Product: [N:18]1[CH:19]=[CH:20][CH:21]=[CH:22][C:17]=1[N:14]1[C:11]2[CH2:12][CH2:13][NH:8][CH2:9][C:10]=2[N:16]=[CH:15]1. The catalyst class is: 26. (6) Reactant: [CH3:1][C:2]1[C:6]2[CH:7]=[N:8][CH:9]=[CH:10][C:5]=2[S:4][C:3]=1[C:11]([O:13][CH2:14][CH3:15])=[O:12]. Product: [CH3:1][C:2]1[C:6]2[CH2:7][NH:8][CH2:9][CH2:10][C:5]=2[S:4][C:3]=1[C:11]([O:13][CH2:14][CH3:15])=[O:12]. The catalyst class is: 856. (7) Reactant: C(O[C:4](=[O:38])[CH:5]=[C:6]([O:29][C:30]1[CH:35]=[CH:34][CH:33]=[C:32]([Cl:36])[C:31]=1[Cl:37])[CH2:7][NH:8][C@H:9]([C:16](=[O:28])[NH:17][C:18]1[CH:22]=[CH:21][N:20]([CH2:23][C:24]([OH:27])([CH3:26])[CH3:25])[N:19]=1)[CH2:10][C@@H:11]([O:13][CH2:14][CH3:15])[CH3:12])C. Product: [OH:27][C:24]([CH3:25])([CH3:26])[CH2:23][N:20]1[CH:21]=[CH:22][C:18]([NH:17][C:16](=[O:28])[C@@H:9]([N:8]2[CH2:7][C:6]([O:29][C:30]3[CH:35]=[CH:34][CH:33]=[C:32]([Cl:36])[C:31]=3[Cl:37])=[CH:5][C:4]2=[O:38])[CH2:10][C@@H:11]([O:13][CH2:14][CH3:15])[CH3:12])=[N:19]1. The catalyst class is: 7. (8) Reactant: [CH3:1][C:2]([C:4]1[C:9](=[O:10])[C@@:8]2([CH3:23])[C:11]3[C:16]([O:17][C:7]2=[CH:6][C:5]=1[OH:24])=[C:15]([C:18]([NH2:20])=[O:19])[C:14]([OH:21])=[CH:13][C:12]=3[OH:22])=[O:3].[CH2:25](I)[CH3:26].C(=O)([O-])[O-].[K+].[K+]. Product: [C:2]([C:4]1[C:9](=[O:10])[C@@:8]2([CH3:23])[C:11]3[C:12]([OH:22])=[CH:13][C:14]([O:21][CH2:25][CH3:26])=[C:15]([C:18]([NH2:20])=[O:19])[C:16]=3[O:17][C:7]2=[CH:6][C:5]=1[OH:24])(=[O:3])[CH3:1]. The catalyst class is: 9. (9) Reactant: [Br:1]N1C(=O)CCC1=O.[O:9]1[C:13]2[CH:14]=[CH:15][C:16]([CH2:18]C(O)=O)=[CH:17][C:12]=2[CH2:11][CH2:10]1.C(OOC(=O)C1C=CC=CC=1)(=O)C1C=CC=CC=1. Product: [Br:1][CH2:18][C:16]1[CH:15]=[CH:14][C:13]2[O:9][CH:10]=[CH:11][C:12]=2[CH:17]=1. The catalyst class is: 53. (10) Reactant: [CH2:1]([C@@H:8]1[CH2:12][O:11][C:10](=[O:13])[NH:9]1)[C:2]1[CH:7]=[CH:6][CH:5]=[CH:4][CH:3]=1.C([Li])CCC.[C:19](Cl)(=[O:24])[CH2:20][CH2:21][CH:22]=[CH2:23]. Product: [CH2:1]([C@@H:8]1[CH2:12][O:11][C:10](=[O:13])[N:9]1[C:19](=[O:24])[CH2:20][CH2:21][CH:22]=[CH2:23])[C:2]1[CH:3]=[CH:4][CH:5]=[CH:6][CH:7]=1. The catalyst class is: 1.